Dataset: Peptide-MHC class I binding affinity with 185,985 pairs from IEDB/IMGT. Task: Regression. Given a peptide amino acid sequence and an MHC pseudo amino acid sequence, predict their binding affinity value. This is MHC class I binding data. (1) The peptide sequence is DHEFVDEFY. The MHC is HLA-A30:02 with pseudo-sequence HLA-A30:02. The binding affinity (normalized) is 0.0737. (2) The peptide sequence is GRWPITHL. The MHC is Mamu-A07 with pseudo-sequence Mamu-A07. The binding affinity (normalized) is 0.